Predict the product of the given reaction. From a dataset of Forward reaction prediction with 1.9M reactions from USPTO patents (1976-2016). (1) Given the reactants [OH:1][C@@H:2]1[CH2:9][N:8]([C:10](=[O:22])[CH2:11][CH2:12][CH2:13][N:14]2[CH2:19][CH2:18][NH:17][C@@H:16]([CH3:20])[C:15]2=[O:21])[CH2:7][CH2:6][C:3]21[CH2:5][CH2:4]2.CN1CCOCC1.[N:30]([C:33]1[CH:38]=[CH:37][C:36]([O:39][C:40]([F:43])([F:42])[F:41])=[CH:35][CH:34]=1)=[C:31]=[O:32], predict the reaction product. The product is: [F:41][C:40]([F:42])([F:43])[O:39][C:36]1[CH:35]=[CH:34][C:33]([NH:30][C:31]([N:17]2[CH2:18][CH2:19][N:14]([CH2:13][CH2:12][CH2:11][C:10]([N:8]3[CH2:7][CH2:6][C:3]4([CH2:5][CH2:4]4)[C@H:2]([OH:1])[CH2:9]3)=[O:22])[C:15](=[O:21])[C@@H:16]2[CH3:20])=[O:32])=[CH:38][CH:37]=1. (2) Given the reactants [CH3:1][N:2]([S:21]([C:24]1[S:25][CH:26]=[CH:27][CH:28]=1)(=[O:23])=[O:22])[C:3]1[CH:4]=[CH:5][CH:6]=[C:7]2[C:11]=1[NH:10][C:9]([C:12]1[S:13][C:14]([CH2:17][C:18]([OH:20])=O)=[CH:15][N:16]=1)=[CH:8]2.[NH:29]1[CH2:34][CH2:33][O:32][CH2:31][CH2:30]1.N1(O)C2C=CC=CC=2N=N1.Cl.CN(C)CCCN=C=NCC, predict the reaction product. The product is: [CH3:1][N:2]([C:3]1[CH:4]=[CH:5][CH:6]=[C:7]2[C:11]=1[NH:10][C:9]([C:12]1[S:13][C:14]([CH2:17][C:18]([N:29]3[CH2:34][CH2:33][O:32][CH2:31][CH2:30]3)=[O:20])=[CH:15][N:16]=1)=[CH:8]2)[S:21]([C:24]1[S:25][CH:26]=[CH:27][CH:28]=1)(=[O:22])=[O:23]. (3) The product is: [O:1]=[C:2]1[NH:10][C:5]2=[N:6][CH:7]=[CH:8][CH:9]=[C:4]2[C@:3]21[CH2:25][C:13]1[CH:14]=[C:15]3[C:20](=[CH:21][C:12]=1[CH2:11]2)[N:19]=[C:18]([C:22]([NH:26][C:27]1[CH:32]=[CH:31][CH:30]=[CH:29][CH:28]=1)=[O:24])[CH:17]=[CH:16]3. Given the reactants [O:1]=[C:2]1[NH:10][C:5]2=[N:6][CH:7]=[CH:8][CH:9]=[C:4]2[C@:3]21[CH2:25][C:13]1[CH:14]=[C:15]3[C:20](=[CH:21][C:12]=1[CH2:11]2)[N:19]=[C:18]([C:22]([OH:24])=O)[CH:17]=[CH:16]3.[NH2:26][C:27]1[CH:32]=[CH:31][CH:30]=[CH:29][CH:28]=1.C(Cl)CCl.C1C=CC2N(O)N=NC=2C=1.C(N(CC)C(C)C)(C)C, predict the reaction product. (4) Given the reactants C([O:3][C:4](=[O:30])[CH2:5][C:6]1[CH:11]=[CH:10][C:9]([O:12][CH2:13]/[CH:14]=[C:15](/[C:17]2[CH:29]=[CH:28][C:27]3[C:26]4[C:21](=[CH:22][CH:23]=[CH:24][CH:25]=4)[CH2:20][C:19]=3[CH:18]=2)\[CH3:16])=[CH:8][CH:7]=1)C.CO, predict the reaction product. The product is: [CH:18]1[C:19]2[CH2:20][C:21]3[C:26](=[CH:25][CH:24]=[CH:23][CH:22]=3)[C:27]=2[CH:28]=[CH:29][C:17]=1/[C:15](/[CH3:16])=[CH:14]/[CH2:13][O:12][C:9]1[CH:8]=[CH:7][C:6]([CH2:5][C:4]([OH:30])=[O:3])=[CH:11][CH:10]=1.